From a dataset of Reaction yield outcomes from USPTO patents with 853,638 reactions. Predict the reaction yield, written as a fraction of the theoretical maximum amount of product (1.0 means a 100% yield; for example, 0.34 means a 34% yield). (1) The catalyst is C1COCC1. The yield is 0.480. The reactants are [CH:1]1([CH2:7][CH:8]([CH2:20][C:21]([N:23]2[CH2:28][CH2:27][O:26][CH2:25][CH2:24]2)=[O:22])[C:9](N2C(C(C)C)COC2=O)=[O:10])[CH2:6][CH2:5][CH2:4][CH2:3][CH2:2]1.O.[OH-].[Li+].OO.N([O-])=[O:35].[Na+]. The product is [CH:1]1([CH2:7][CH:8]([CH2:20][C:21]([N:23]2[CH2:28][CH2:27][O:26][CH2:25][CH2:24]2)=[O:22])[C:9]([OH:10])=[O:35])[CH2:2][CH2:3][CH2:4][CH2:5][CH2:6]1. (2) The reactants are Cl[C:2]1[CH:11]=[C:10]2[C:5]([C:6]([C:28]3[CH:29]=[C:30](/[CH:34]=[CH:35]/[C:36]([O:38][CH2:39][CH3:40])=[O:37])[CH:31]=[CH:32][CH:33]=3)=[C:7]([CH2:13][C:14]([NH:16][C:17]3[CH:22]=[CH:21][C:20]([F:23])=[CH:19][C:18]=3[C:24]([F:27])([F:26])[F:25])=[O:15])[C:8](=[O:12])[O:9]2)=[CH:4][CH:3]=1. The catalyst is C(O)C.CN(C)C=O.[C].[Pd]. The product is [F:23][C:20]1[CH:21]=[CH:22][C:17]([NH:16][C:14](=[O:15])[CH2:13][C:7]2[C:8](=[O:12])[O:9][C:10]3[C:5]([C:6]=2[C:28]2[CH:29]=[C:30]([CH2:34][CH2:35][C:36]([O:38][CH2:39][CH3:40])=[O:37])[CH:31]=[CH:32][CH:33]=2)=[CH:4][CH:3]=[CH:2][CH:11]=3)=[C:18]([C:24]([F:27])([F:25])[F:26])[CH:19]=1. The yield is 0.540. (3) The reactants are N(C(OCC)=O)=NC(OCC)=O.[Cl:13][C:14]1[CH:33]=[CH:32][C:17]([NH:18][C:19]2[C:28]3[C:23](=[CH:24][C:25]([OH:31])=[C:26]([O:29][CH3:30])[CH:27]=3)[N:22]=[CH:21][N:20]=2)=[C:16]([F:34])[CH:15]=1.O[CH2:36][CH2:37][CH2:38][N:39]1[C:44](=[O:45])[CH2:43][O:42][CH2:41][C:40]1=[O:46].C1(P(C2C=CC=CC=2)C2C=CC=CC=2)C=CC=CC=1. The catalyst is C(Cl)Cl. The product is [ClH:13].[Cl:13][C:14]1[CH:33]=[CH:32][C:17]([NH:18][C:19]2[C:28]3[C:23](=[CH:24][C:25]([O:31][CH2:36][CH2:37][CH2:38][N:39]4[C:44](=[O:45])[CH2:43][O:42][CH2:41][C:40]4=[O:46])=[C:26]([O:29][CH3:30])[CH:27]=3)[N:22]=[CH:21][N:20]=2)=[C:16]([F:34])[CH:15]=1. The yield is 0.100. (4) The reactants are [CH:1]([C@H:4]1[CH2:8][O:7][C:6](=[O:9])[N:5]1[C:10]1[CH:15]=[CH:14][N:13]2[N:16]=[CH:17][C:18]([C:19]3[CH:24]=[CH:23][C:22]([C:25]4[O:29][C:28](=[O:30])[NH:27][N:26]=4)=[CH:21][CH:20]=3)=[C:12]2[N:11]=1)([CH3:3])[CH3:2].[NH2:31][CH2:32][CH2:33][OH:34]. The catalyst is CCO. The product is [OH:34][CH2:33][CH2:32][NH:31][C:28]([NH:27][NH:26][C:25](=[O:29])[C:22]1[CH:21]=[CH:20][C:19]([C:18]2[CH:17]=[N:16][N:13]3[CH:14]=[CH:15][C:10]([N:5]4[C@@H:4]([CH:1]([CH3:2])[CH3:3])[CH2:8][O:7][C:6]4=[O:9])=[N:11][C:12]=23)=[CH:24][CH:23]=1)=[O:30]. The yield is 0.290.